From a dataset of NCI-60 drug combinations with 297,098 pairs across 59 cell lines. Regression. Given two drug SMILES strings and cell line genomic features, predict the synergy score measuring deviation from expected non-interaction effect. Drug 1: CC1C(C(=O)NC(C(=O)N2CCCC2C(=O)N(CC(=O)N(C(C(=O)O1)C(C)C)C)C)C(C)C)NC(=O)C3=C4C(=C(C=C3)C)OC5=C(C(=O)C(=C(C5=N4)C(=O)NC6C(OC(=O)C(N(C(=O)CN(C(=O)C7CCCN7C(=O)C(NC6=O)C(C)C)C)C)C(C)C)C)N)C. Drug 2: CN(CCCl)CCCl.Cl. Cell line: NCI-H226. Synergy scores: CSS=9.93, Synergy_ZIP=-0.771, Synergy_Bliss=2.53, Synergy_Loewe=-6.71, Synergy_HSA=-1.76.